From a dataset of Catalyst prediction with 721,799 reactions and 888 catalyst types from USPTO. Predict which catalyst facilitates the given reaction. (1) Reactant: [CH3:1][C:2]1[C:6]([C:7]2[C:16]3[O:15][CH2:14][C@H:13]([C:17]4[CH:22]=[CH:21][CH:20]=[CH:19][N:18]=4)[N:12]4[C:23]([CH:25]=[O:26])=[N:24][C:10]([C:11]=34)=[CH:9][CH:8]=2)=[C:5]([CH3:27])[O:4][N:3]=1.[CH3:28][Mg]Cl. Product: [CH3:1][C:2]1[C:6]([C:7]2[C:16]3[O:15][CH2:14][C@H:13]([C:17]4[CH:22]=[CH:21][CH:20]=[CH:19][N:18]=4)[N:12]4[C:23]([CH:25]([OH:26])[CH3:28])=[N:24][C:10]([C:11]=34)=[CH:9][CH:8]=2)=[C:5]([CH3:27])[O:4][N:3]=1. The catalyst class is: 7. (2) Reactant: [NH2:1][CH2:2][CH2:3][O:4][C:5]1[CH:10]=[C:9]([NH2:11])[CH:8]=[CH:7][N:6]=1.[C:12](O[C:12]([O:14][C:15]([CH3:18])([CH3:17])[CH3:16])=[O:13])([O:14][C:15]([CH3:18])([CH3:17])[CH3:16])=[O:13]. Product: [NH2:11][C:9]1[CH:8]=[CH:7][N:6]=[C:5]([O:4][CH2:3][CH2:2][NH:1][C:12](=[O:13])[O:14][C:15]([CH3:18])([CH3:17])[CH3:16])[CH:10]=1. The catalyst class is: 4. (3) Reactant: [Cl:1][C:2]1[N:7]=[C:6]([C:8]2[C:13]([F:14])=[CH:12][CH:11]=[CH:10][N:9]=2)[C:5](I)=[CH:4][CH:3]=1.C(=O)([O-])[O-].[K+].[K+].O(C1C=CC=CC=1P(C1C=CC=CC=1)C1C=CC=CC=1)C1C=CC=CC=1P(C1C=CC=CC=1)C1C=CC=CC=1.[SH:61][CH2:62][CH2:63][C:64]([O:66][CH2:67][CH3:68])=[O:65]. Product: [Cl:1][C:2]1[N:7]=[C:6]([C:8]2[C:13]([F:14])=[CH:12][CH:11]=[CH:10][N:9]=2)[C:5]([S:61][CH2:62][CH2:63][C:64]([O:66][CH2:67][CH3:68])=[O:65])=[CH:4][CH:3]=1. The catalyst class is: 101. (4) Reactant: [NH2:1][C:2]1[CH:3]=[CH:4][C:5]([CH2:14][CH2:15][C:16]([O:18][CH2:19][CH3:20])=[O:17])=[C:6]([C:8]2[CH:13]=[CH:12][CH:11]=[CH:10][CH:9]=2)[CH:7]=1.[CH2:21]([O:23][C:24]1[CH:25]=[C:26]([C:33](=[O:39])[CH2:34][CH2:35][C:36](O)=[O:37])[CH:27]=[CH:28][C:29]=1[O:30][CH2:31][CH3:32])[CH3:22].C(OC1C=CC=CC=1OCC)C.C1C=CC2N(O)N=NC=2C=1.CCN=C=NCCCN(C)C. Product: [CH2:21]([O:23][C:24]1[CH:25]=[C:26]([C:33](=[O:39])[CH2:34][CH2:35][C:36]([NH:1][C:2]2[CH:3]=[CH:4][C:5]([CH2:14][CH2:15][C:16]([O:18][CH2:19][CH3:20])=[O:17])=[C:6]([C:8]3[CH:13]=[CH:12][CH:11]=[CH:10][CH:9]=3)[CH:7]=2)=[O:37])[CH:27]=[CH:28][C:29]=1[O:30][CH2:31][CH3:32])[CH3:22]. The catalyst class is: 47. (5) Reactant: [NH2:1][C:2]1[S:3][C:4]([C:14]([OH:16])=O)=[C:5]([CH2:7][C:8]2[CH:13]=[CH:12][CH:11]=[CH:10][CH:9]=2)[N:6]=1.C(N(C(C)C)CC)(C)C.Cl.C(N=C=NCCCN(C)C)C.ON1C2C=CC=CC=2N=N1.[CH2:48]([NH2:55])[C:49]1[CH:54]=[CH:53][CH:52]=[CH:51][CH:50]=1. Product: [CH2:48]([NH:55][C:14]([C:4]1[S:3][C:2]([NH2:1])=[N:6][C:5]=1[CH2:7][C:8]1[CH:9]=[CH:10][CH:11]=[CH:12][CH:13]=1)=[O:16])[C:49]1[CH:54]=[CH:53][CH:52]=[CH:51][CH:50]=1. The catalyst class is: 42. (6) Reactant: Cl.Cl.[CH3:3][NH:4][CH2:5][CH2:6][CH2:7][CH2:8][CH2:9][CH2:10][CH2:11][CH2:12][CH2:13][N:14]1[CH2:19][CH2:18][CH:17]([O:20][C:21](=[O:35])[NH:22][C:23]2[CH:28]=[CH:27][CH:26]=[CH:25][C:24]=2[C:29]2[CH:34]=[CH:33][CH:32]=[CH:31][CH:30]=2)[CH2:16][CH2:15]1.C(N(CC)CC)C.[Cl:43][C:44]1[CH:45]=[C:46]([CH2:51][C:52]([OH:54])=O)[CH:47]=[CH:48][C:49]=1[OH:50].Cl.CN(C)CCCN=C=NCC. Product: [NH3:4].[Cl:43][C:44]1[CH:45]=[C:46]([CH2:51][C:52]([N:4]([CH3:3])[CH2:5][CH2:6][CH2:7][CH2:8][CH2:9][CH2:10][CH2:11][CH2:12][CH2:13][N:14]2[CH2:15][CH2:16][CH:17]([O:20][C:21](=[O:35])[NH:22][C:23]3[CH:28]=[CH:27][CH:26]=[CH:25][C:24]=3[C:29]3[CH:30]=[CH:31][CH:32]=[CH:33][CH:34]=3)[CH2:18][CH2:19]2)=[O:54])[CH:47]=[CH:48][C:49]=1[OH:50]. The catalyst class is: 9. (7) Reactant: FC(F)(F)C(O)=O.[NH2:8][CH2:9][CH2:10][C:11]1[N:16]=[C:15]([C:17]2[S:18][C:19]3[CH:27]=[CH:26][CH:25]=[CH:24][C:20]=3[C:21](=[O:23])[N:22]=2)[CH:14]=[CH:13][CH:12]=1.C(=O)([O-])[O-].[K+].[K+].[CH2:34]([N:36]([CH2:40][CH3:41])[C:37](Cl)=[O:38])[CH3:35]. Product: [CH2:34]([N:36]([CH2:40][CH3:41])[C:37]([NH:8][CH2:9][CH2:10][C:11]1[CH:12]=[CH:13][CH:14]=[C:15]([C:17]2[S:18][C:19]3[CH:27]=[CH:26][CH:25]=[CH:24][C:20]=3[C:21](=[O:23])[N:22]=2)[N:16]=1)=[O:38])[CH3:35]. The catalyst class is: 10. (8) Reactant: [CH2:1]([O:8][C:9]1[CH:14]=[C:13]([Cl:15])[N:12]=[C:11]([C:16](OC)=[O:17])[CH:10]=1)[C:2]1[CH:7]=[CH:6][CH:5]=[CH:4][CH:3]=1.[H-].[Al+3].[Li+].[H-].[H-].[H-]. Product: [CH2:1]([O:8][C:9]1[CH:14]=[C:13]([Cl:15])[N:12]=[C:11]([CH2:16][OH:17])[CH:10]=1)[C:2]1[CH:3]=[CH:4][CH:5]=[CH:6][CH:7]=1. The catalyst class is: 54. (9) Product: [C:1]([C:5]1[O:9][N:8]=[C:7]([NH:10][C:11]([NH:13][C:14]2[CH:19]=[CH:18][CH:17]=[C:16]([O:20][C:22]3[C:31]4[C:26](=[CH:27][CH:28]=[C:29]([I:32])[CH:30]=4)[N:25]=[CH:24][N:23]=3)[CH:15]=2)=[O:12])[CH:6]=1)([CH3:4])([CH3:2])[CH3:3]. The catalyst class is: 32. Reactant: [C:1]([C:5]1[O:9][N:8]=[C:7]([NH:10][C:11]([NH:13][C:14]2[CH:19]=[CH:18][CH:17]=[C:16]([OH:20])[CH:15]=2)=[O:12])[CH:6]=1)([CH3:4])([CH3:3])[CH3:2].Cl[C:22]1[C:31]2[C:26](=[CH:27][CH:28]=[C:29]([I:32])[CH:30]=2)[N:25]=[CH:24][N:23]=1.C([O-])([O-])=O.[Cs+].[Cs+].